Dataset: Aqueous solubility values for 9,982 compounds from the AqSolDB database. Task: Regression/Classification. Given a drug SMILES string, predict its absorption, distribution, metabolism, or excretion properties. Task type varies by dataset: regression for continuous measurements (e.g., permeability, clearance, half-life) or binary classification for categorical outcomes (e.g., BBB penetration, CYP inhibition). For this dataset (solubility_aqsoldb), we predict Y. (1) The molecule is CC1CN(S(=O)(=O)NC(=O)NCC2CC3C=CC2C3)CCO1. The Y is -2.26 log mol/L. (2) The molecule is C[C@@H](CCO)CCC=O. The Y is -1.07 log mol/L.